This data is from Catalyst prediction with 721,799 reactions and 888 catalyst types from USPTO. The task is: Predict which catalyst facilitates the given reaction. (1) Reactant: [Cl:1][C:2]1[CH:3]=[C:4]([C:8]2[CH:9]=[CH:10][C:11]([F:27])=[C:12]([C@:14]3([CH3:26])[C:20]([F:22])([F:21])[C:19]([CH3:24])([CH3:23])[O:18][CH2:17][C:16](=O)[NH:15]3)[CH:13]=2)[CH:5]=[N:6][CH:7]=1.COC1C=CC(P2(SP(C3C=CC(OC)=CC=3)(=S)S2)=[S:37])=CC=1. Product: [Cl:1][C:2]1[CH:3]=[C:4]([C:8]2[CH:9]=[CH:10][C:11]([F:27])=[C:12]([C@:14]3([CH3:26])[C:20]([F:22])([F:21])[C:19]([CH3:24])([CH3:23])[O:18][CH2:17][C:16](=[S:37])[NH:15]3)[CH:13]=2)[CH:5]=[N:6][CH:7]=1. The catalyst class is: 12. (2) Reactant: [CH3:1][C:2]1[O:3][C:4]2[C:9]([C:10](=[O:12])[CH:11]=1)=[CH:8][CH:7]=[CH:6][C:5]=2[CH:13]=O.[O:15]=[C:16]([CH3:22])[CH2:17][C:18]([O:20][CH3:21])=[O:19].C(O)(=O)C.N1CCCCC1. Product: [CH3:1][C:2]1[O:3][C:4]2[C:9]([C:10](=[O:12])[CH:11]=1)=[CH:8][CH:7]=[CH:6][C:5]=2[CH:13]=[C:17]([C:16](=[O:15])[CH3:22])[C:18]([O:20][CH3:21])=[O:19]. The catalyst class is: 4. (3) Reactant: [F:1][C:2]([F:39])([F:38])[O:3][C:4]1[CH:9]=[CH:8][C:7]([S:10]([N:13]2[CH2:18][CH2:17][C:16](=[N:19][O:20][CH2:21][C:22]3[N:30](C(OC(C)(C)C)=O)[C:25]4=[N:26][CH:27]=[CH:28][CH:29]=[C:24]4[N:23]=3)[CH2:15][CH2:14]2)(=[O:12])=[O:11])=[CH:6][CH:5]=1.FC(F)(F)C(O)=O. The catalyst class is: 68. Product: [N:23]1[C:24]2[C:25](=[N:26][CH:27]=[CH:28][CH:29]=2)[NH:30][C:22]=1[CH2:21][O:20][N:19]=[C:16]1[CH2:17][CH2:18][N:13]([S:10]([C:7]2[CH:8]=[CH:9][C:4]([O:3][C:2]([F:39])([F:1])[F:38])=[CH:5][CH:6]=2)(=[O:11])=[O:12])[CH2:14][CH2:15]1. (4) Reactant: O[C:2]1([CH2:19][C:20]([O:22][CH2:23][CH3:24])=[O:21])[C:8]2[CH:9]=[CH:10][CH:11]=[CH:12][C:7]=2[CH2:6][C:5]2[CH:13]=[C:14]([O:17][CH3:18])[CH:15]=[CH:16][C:4]=2[CH2:3]1.Cl. Product: [CH3:18][O:17][C:14]1[CH:15]=[CH:16][C:4]2[CH2:3][CH:2]([CH2:19][C:20]([O:22][CH2:23][CH3:24])=[O:21])[C:8]3[CH:9]=[CH:10][CH:11]=[CH:12][C:7]=3[CH2:6][C:5]=2[CH:13]=1. The catalyst class is: 285. (5) Reactant: Br[C:2]1[C:10]2[C:9]([NH:11][C@H:12]([C:14]3[N:19]([C:20]4[CH:25]=[CH:24][CH:23]=[CH:22][CH:21]=4)[C:18](=[O:26])[C:17]4=[CH:27][CH:28]=[CH:29][N:16]4[N:15]=3)[CH3:13])=[N:8][CH:7]=[N:6][C:5]=2[N:4]([CH2:30][O:31][CH2:32][CH2:33][Si:34]([CH3:37])([CH3:36])[CH3:35])[CH:3]=1.[OH:38][C:39]1[CH:40]=[C:41]([NH:54][S:55]([CH3:58])(=[O:57])=[O:56])[CH:42]=[C:43](B2OC(C)(C)C(C)(C)O2)[CH:44]=1.C(=O)([O-])[O-].[Na+].[Na+]. Product: [OH:38][C:39]1[CH:40]=[C:41]([NH:54][S:55]([CH3:58])(=[O:57])=[O:56])[CH:42]=[C:43]([C:2]2[C:10]3[C:9]([NH:11][C@H:12]([C:14]4[N:19]([C:20]5[CH:25]=[CH:24][CH:23]=[CH:22][CH:21]=5)[C:18](=[O:26])[C:17]5=[CH:27][CH:28]=[CH:29][N:16]5[N:15]=4)[CH3:13])=[N:8][CH:7]=[N:6][C:5]=3[N:4]([CH2:30][O:31][CH2:32][CH2:33][Si:34]([CH3:37])([CH3:36])[CH3:35])[CH:3]=2)[CH:44]=1. The catalyst class is: 235. (6) Reactant: [CH2:1]([O:8][C:9]1[CH:14]=[CH:13][C:12]([NH:15][C:16]2[C:21]([N+:22]([O-])=O)=[CH:20][C:19]([Br:25])=[CH:18][N:17]=2)=[CH:11][CH:10]=1)[C:2]1[CH:7]=[CH:6][CH:5]=[CH:4][CH:3]=1.O.O.[Sn](Cl)Cl.C(=O)(O)[O-].[Na+]. Product: [CH2:1]([O:8][C:9]1[CH:14]=[CH:13][C:12]([NH:15][C:16]2[C:21]([NH2:22])=[CH:20][C:19]([Br:25])=[CH:18][N:17]=2)=[CH:11][CH:10]=1)[C:2]1[CH:3]=[CH:4][CH:5]=[CH:6][CH:7]=1. The catalyst class is: 8. (7) Reactant: [Cl:1][C:2]1[CH:7]=[CH:6][C:5]([CH:8]2[CH2:13][C:12](=[O:14])[N:11]([CH3:15])[C:10]([CH3:16])=[C:9]2[C:17]([OH:19])=O)=[CH:4][CH:3]=1.[NH:20]1[C:28]2[C:23](=[CH:24][C:25]([NH2:29])=[CH:26][CH:27]=2)[CH:22]=[N:21]1.C(Cl)CCl.CCN(CC)CC. Product: [Cl:1][C:2]1[CH:3]=[CH:4][C:5]([CH:8]2[CH2:13][C:12](=[O:14])[N:11]([CH3:15])[C:10]([CH3:16])=[C:9]2[C:17]([NH:29][C:25]2[CH:24]=[C:23]3[C:28](=[CH:27][CH:26]=2)[NH:20][N:21]=[CH:22]3)=[O:19])=[CH:6][CH:7]=1. The catalyst class is: 861.